This data is from Catalyst prediction with 721,799 reactions and 888 catalyst types from USPTO. The task is: Predict which catalyst facilitates the given reaction. (1) Reactant: [C:1]([C:3]1[C:4]([S:20][CH2:21][C:22]([NH2:24])=[O:23])=[N:5][C:6]([CH:17]([CH3:19])[CH3:18])=[N:7][C:8]=1[C:9]1[CH:14]=[CH:13][C:12]([Cl:15])=[C:11]([Cl:16])[CH:10]=1)#[N:2].CCOC(C)=O. Product: [NH2:2][C:1]1[C:3]2[C:8]([C:9]3[CH:14]=[CH:13][C:12]([Cl:15])=[C:11]([Cl:16])[CH:10]=3)=[N:7][C:6]([CH:17]([CH3:19])[CH3:18])=[N:5][C:4]=2[S:20][C:21]=1[C:22]([NH2:24])=[O:23]. The catalyst class is: 14. (2) Reactant: [C:1]1([NH2:8])[CH:6]=[CH:5][CH:4]=[CH:3][C:2]=1[NH2:7].C(=O)([O-])[O-].[K+].[K+].[C:15](Cl)(=[O:22])[C:16]1[CH:21]=[CH:20][CH:19]=[CH:18][CH:17]=1. Product: [NH2:7][C:2]1[CH:3]=[CH:4][CH:5]=[CH:6][C:1]=1[NH:8][C:15](=[O:22])[C:16]1[CH:21]=[CH:20][CH:19]=[CH:18][CH:17]=1. The catalyst class is: 4. (3) The catalyst class is: 2. Product: [Br-:15].[CH2:1]([P+:3]([CH2:6][CH3:7])([CH2:4][CH3:5])[CH2:8][C:9]1[CH:14]=[CH:13][CH:12]=[CH:11][CH:10]=1)[CH3:2]. Reactant: [CH2:1]([P:3]([CH2:6][CH3:7])[CH2:4][CH3:5])[CH3:2].[CH2:8]([Br:15])[C:9]1[CH:14]=[CH:13][CH:12]=[CH:11][CH:10]=1. (4) Reactant: Cl[CH2:2][CH2:3][NH:4][C:5]([NH:7][CH2:8][CH2:9][CH2:10][O:11][CH3:12])=[O:6].[H-].[Na+].[NH4+].[Cl-]. Product: [CH3:12][O:11][CH2:10][CH2:9][CH2:8][N:7]1[CH2:2][CH2:3][NH:4][C:5]1=[O:6]. The catalyst class is: 220.